Predict the product of the given reaction. From a dataset of Forward reaction prediction with 1.9M reactions from USPTO patents (1976-2016). (1) Given the reactants N[CH:2](C1C=CC(OC)=C(OC)C=1)CC(O)=O.[NH2:17][CH:18]([C:23]1[CH:28]=[CH:27][C:26]([O:29][CH2:30][C:31]2[CH:36]=[CH:35][CH:34]=[CH:33][CH:32]=2)=[CH:25][CH:24]=1)[CH2:19][C:20]([OH:22])=[O:21], predict the reaction product. The product is: [NH2:17][CH:18]([C:23]1[CH:28]=[CH:27][C:26]([O:29][CH2:30][C:31]2[CH:36]=[CH:35][CH:34]=[CH:33][CH:32]=2)=[CH:25][CH:24]=1)[CH2:19][C:20]([O:22][CH3:2])=[O:21]. (2) Given the reactants [Br:1][C:2]1[CH:12]=[CH:11][C:5]([O:6][CH2:7][C:8]([NH2:10])=[O:9])=[C:4]([C:13]#[N:14])[CH:3]=1.N1CCC[CH2:17][CH2:16]1.[CH:21]12[NH:28][CH:25]([CH2:26][CH2:27]1)[CH2:24][CH:23]([OH:29])[CH2:22]2, predict the reaction product. The product is: [Br:1][C:2]1[CH:12]=[CH:11][C:5]2[O:6][C:7]3[C:8](=[O:9])[NH:10][C:16]([CH2:17][N:28]4[CH:25]5[CH2:26][CH2:27][CH:21]4[CH2:22][CH:23]([OH:29])[CH2:24]5)=[N:14][C:13]=3[C:4]=2[CH:3]=1.